This data is from Full USPTO retrosynthesis dataset with 1.9M reactions from patents (1976-2016). The task is: Predict the reactants needed to synthesize the given product. (1) Given the product [CH3:61][O:60][C:57]1[N:56]=[N:55][C:54]([N:37]2[C:38]([C:40]3[CH:44]=[CH:43][NH:42][CH:41]=3)=[CH:39][C:35]([C:33]([OH:34])=[O:32])=[N:36]2)=[CH:59][CH:58]=1, predict the reactants needed to synthesize it. The reactants are: COC(C1C=C(C2C=CN(S(C3C=CC=CC=3)(=O)=O)C=2)N(C2N=NC(Cl)=CC=2)N=1)=O.C[O:32][C:33]([C:35]1[CH:39]=[C:38]([C:40]2[CH:44]=[CH:43][N:42](S(C3C=CC=CC=3)(=O)=O)[CH:41]=2)[N:37]([C:54]2[N:55]=[N:56][C:57]([O:60][CH3:61])=[CH:58][CH:59]=2)[N:36]=1)=[O:34].C[O-].[Na+].[OH-].[Na+].Cl. (2) Given the product [N:38]1([CH2:34][C@H:35]([OH:36])[CH2:37][N:11]2[CH:10]=[C:9]([NH:13][C:14]([C:16]3[CH:17]=[N:18][N:19]4[CH:24]=[CH:23][CH:22]=[N:21][C:20]=34)=[O:15])[C:8]([C:6]3[CH:7]=[C:2]([Cl:1])[CH:3]=[CH:4][C:5]=3[O:25][CH3:26])=[N:12]2)[CH2:41][CH2:40][CH2:39]1, predict the reactants needed to synthesize it. The reactants are: [Cl:1][C:2]1[CH:3]=[CH:4][C:5]([O:25][CH3:26])=[C:6]([C:8]2[NH:12][N:11]=[CH:10][C:9]=2[NH:13][C:14]([C:16]2[CH:17]=[N:18][N:19]3[CH:24]=[CH:23][CH:22]=[N:21][C:20]=23)=[O:15])[CH:7]=1.C(=O)([O-])[O-].[Cs+].[Cs+].Cl[CH2:34][C@@H:35]1[CH2:37][O:36]1.[NH:38]1[CH2:41][CH2:40][CH2:39]1. (3) Given the product [C:7]([C:4]1[S:3][C:2]([NH:1][C:17](=[O:18])[C:16]2[CH:20]=[C:12]([Cl:11])[CH:13]=[CH:14][C:15]=2[O:21][CH3:22])=[N:6][N:5]=1)([CH3:10])([CH3:9])[CH3:8], predict the reactants needed to synthesize it. The reactants are: [NH2:1][C:2]1[S:3][C:4]([C:7]([CH3:10])([CH3:9])[CH3:8])=[N:5][N:6]=1.[Cl:11][C:12]1[CH:13]=[CH:14][C:15]([O:21][CH3:22])=[C:16]([CH:20]=1)[C:17](O)=[O:18].C(N(CC)CC)C.CCCP1(OP(CCC)(=O)OP(CCC)(=O)O1)=O.C(OCC)(=O)C. (4) Given the product [Cl:1][C:2]1[CH:7]=[CH:6][C:5]([C:8]2[CH:9]=[N:10][N:11]([CH3:13])[CH:12]=2)=[CH:4][C:3]=1[C:24]1[N:25]=[CH:26][C:27]([NH:30][C:31](=[O:39])[C:32]2[C:37]([CH3:38])=[CH:36][CH:35]=[N:34][CH:33]=2)=[N:28][CH:29]=1, predict the reactants needed to synthesize it. The reactants are: [Cl:1][C:2]1[CH:7]=[CH:6][C:5]([C:8]2[CH:9]=[N:10][N:11]([CH3:13])[CH:12]=2)=[CH:4][C:3]=1B1OC(C)(C)C(C)(C)O1.Br[C:24]1[N:25]=[CH:26][C:27]([NH:30][C:31](=[O:39])[C:32]2[C:37]([CH3:38])=[CH:36][CH:35]=[N:34][CH:33]=2)=[N:28][CH:29]=1.C([O-])([O-])=O.[K+].[K+].